From a dataset of Full USPTO retrosynthesis dataset with 1.9M reactions from patents (1976-2016). Predict the reactants needed to synthesize the given product. (1) The reactants are: C([O:8][C:9]1[CH:36]=[CH:35][C:12]([CH:13]([OH:34])[CH2:14][N:15](CC2C=CC=CC=2)[CH:16]([CH3:26])[CH2:17][C:18]2[CH:23]=[CH:22][C:21]([O:24][CH3:25])=[CH:20][CH:19]=2)=[CH:11][C:10]=1[NH:37][CH:38]=[O:39])C1C=CC=CC=1.[H][H]. Given the product [CH3:26][C@@H:16]([NH:15][CH2:14][C@H:13]([OH:34])[C:12]1[CH:35]=[CH:36][C:9]([OH:8])=[C:10]([NH:37][CH:38]=[O:39])[CH:11]=1)[CH2:17][C:18]1[CH:23]=[CH:22][C:21]([O:24][CH3:25])=[CH:20][CH:19]=1, predict the reactants needed to synthesize it. (2) The reactants are: [C:1]([O:5][C:6]([NH:8][CH2:9][C@H:10]1[CH2:15][CH2:14][C@H:13]([C:16]([NH:18][C@H:19]([C:37](=[O:50])[NH:38][C:39]2[CH:44]=[CH:43][C:42]([C:45]3[N:46]=[N:47][NH:48][N:49]=3)=[CH:41][CH:40]=2)[CH2:20][C:21]2[CH:26]=[CH:25][C:24]([C:27]3[C:32]([CH3:33])=[CH:31][CH:30]=[C:29]([C:34]([OH:36])=O)[CH:28]=3)=[CH:23][CH:22]=2)=[O:17])[CH2:12][CH2:11]1)=[O:7])([CH3:4])([CH3:3])[CH3:2].[NH2:51][C@H:52]1[CH2:57][CH2:56][C@H:55]([OH:58])[CH2:54][CH2:53]1.C(N(CC)C(C)C)(C)C.F[P-](F)(F)(F)(F)F.CN(C(N(C)C)=[N+]1C2C(=NC=CC=2)[N+]([O-])=N1)C. Given the product [OH:58][C@H:55]1[CH2:56][CH2:57][C@H:52]([NH:51][C:34]([C:29]2[CH:30]=[CH:31][C:32]([CH3:33])=[C:27]([C:24]3[CH:23]=[CH:22][C:21]([CH2:20][C@H:19]([NH:18][C:16]([C@H:13]4[CH2:12][CH2:11][C@H:10]([CH2:9][NH:8][C:6](=[O:7])[O:5][C:1]([CH3:2])([CH3:3])[CH3:4])[CH2:15][CH2:14]4)=[O:17])[C:37](=[O:50])[NH:38][C:39]4[CH:40]=[CH:41][C:42]([C:45]5[N:49]=[N:48][NH:47][N:46]=5)=[CH:43][CH:44]=4)=[CH:26][CH:25]=3)[CH:28]=2)=[O:36])[CH2:53][CH2:54]1, predict the reactants needed to synthesize it.